This data is from Forward reaction prediction with 1.9M reactions from USPTO patents (1976-2016). The task is: Predict the product of the given reaction. (1) Given the reactants [Cl:1][C:2]1[CH:18]=[CH:17][C:16]([Cl:19])=[CH:15][C:3]=1[O:4][CH2:5][C:6]1[CH:7]=[C:8]([CH:12]=[CH:13][CH:14]=1)[C:9]([OH:11])=O.C(Cl)(=O)C(Cl)=O.CN(C)C=O.Cl.[F:32][C:33]1[CH:45]=[CH:44][C:36]([CH2:37][N:38]2[CH:42]=[C:41]([NH2:43])[CH:40]=[N:39]2)=[CH:35][CH:34]=1, predict the reaction product. The product is: [Cl:1][C:2]1[CH:18]=[CH:17][C:16]([Cl:19])=[CH:15][C:3]=1[O:4][CH2:5][C:6]1[CH:7]=[C:8]([CH:12]=[CH:13][CH:14]=1)[C:9]([NH:43][C:41]1[CH:40]=[N:39][N:38]([CH2:37][C:36]2[CH:44]=[CH:45][C:33]([F:32])=[CH:34][CH:35]=2)[CH:42]=1)=[O:11]. (2) Given the reactants C(N(C(C)C)CC)(C)C.[CH2:10]([O:12][C:13]([N:15]1[CH2:20][CH2:19][CH:18]([C:21]2[CH:26]=[C:25](Cl)[N:24]3[N:28]=[CH:29][CH:30]=[C:23]3[N:22]=2)[CH2:17][CH2:16]1)=[O:14])[CH3:11].[Cl:31][C:32]1[CH:39]=[C:38]([Cl:40])[CH:37]=[CH:36][C:33]=1[CH2:34][NH2:35].C(Cl)(Cl)Cl, predict the reaction product. The product is: [CH2:10]([O:12][C:13]([N:15]1[CH2:20][CH2:19][CH:18]([C:21]2[CH:26]=[C:25]([NH:35][CH2:34][C:33]3[CH:36]=[CH:37][C:38]([Cl:40])=[CH:39][C:32]=3[Cl:31])[N:24]3[N:28]=[CH:29][CH:30]=[C:23]3[N:22]=2)[CH2:17][CH2:16]1)=[O:14])[CH3:11]. (3) Given the reactants [F:1][C:2]1[CH:3]=[C:4]([CH:6]=[CH:7][C:8]=1[CH3:9])N.[CH3:10][C:11]([O:13]C(C)=O)=O.[N:17]1C=CC=CC=1, predict the reaction product. The product is: [F:1][C:2]1[CH:3]=[C:4]([CH2:10][C:11]([NH2:17])=[O:13])[CH:6]=[CH:7][C:8]=1[CH3:9]. (4) Given the reactants [C:1]([N:4]([C:10]1[CH:18]=[CH:17][C:13]([C:14]([OH:16])=O)=[CH:12][C:11]=1[CH3:19])[CH:5]1[CH2:9][CH2:8][CH2:7][CH2:6]1)(=[O:3])[CH3:2].CN(C(O[N:28]1N=[N:35][C:30]2[CH:31]=[CH:32][CH:33]=[CH:34][C:29]1=2)=[N+](C)C)C.[B-](F)(F)(F)F.[CH:42]([N:45](C(C)C)CC)([CH3:44])[CH3:43].ClC1C=CC2NC([C@@H](N)C[CH2:61][S:62]C)=NC=2C=1.[Cl:67]Cl, predict the reaction product. The product is: [C:1]([N:4]([C:10]1[CH:18]=[CH:17][C:13]([C:14]([NH:45][C@@H:42]([C:44]2[NH:28][C:29]3[CH:34]=[CH:33][C:32]([Cl:67])=[CH:31][C:30]=3[N:35]=2)[CH2:43][S:62][CH3:61])=[O:16])=[CH:12][C:11]=1[CH3:19])[CH:5]1[CH2:6][CH2:7][CH2:8][CH2:9]1)(=[O:3])[CH3:2].